Predict the product of the given reaction. From a dataset of Forward reaction prediction with 1.9M reactions from USPTO patents (1976-2016). Given the reactants [Br:1][C:2]1[C:10]([C:11]#[N:12])=[CH:9][CH:8]=[C:7]2[C:3]=1[CH2:4][CH2:5][C@@H:6]2[OH:13].N1C=CN=C1.[C:19]([Si:23]([CH3:26])([CH3:25])Cl)([CH3:22])([CH3:21])[CH3:20], predict the reaction product. The product is: [Br:1][C:2]1[C:10]([C:11]#[N:12])=[CH:9][CH:8]=[C:7]2[C:3]=1[CH2:4][CH2:5][C@@H:6]2[O:13][Si:23]([C:19]([CH3:22])([CH3:21])[CH3:20])([CH3:26])[CH3:25].